The task is: Predict which catalyst facilitates the given reaction.. This data is from Catalyst prediction with 721,799 reactions and 888 catalyst types from USPTO. (1) Reactant: C([N-]C(C)C)(C)C.[Li+].[N:9]1[CH:14]=[CH:13][C:12]([CH3:15])=[CH:11][CH:10]=1.CON(C)[C:19](=[O:26])[C:20]1[CH:25]=[CH:24][CH:23]=[CH:22][CH:21]=1. Product: [C:20]1([C:19](=[O:26])[CH2:15][C:12]2[CH:13]=[CH:14][N:9]=[CH:10][CH:11]=2)[CH:25]=[CH:24][CH:23]=[CH:22][CH:21]=1. The catalyst class is: 1. (2) The catalyst class is: 75. Product: [C:1]([C@@H:4]1[CH2:8][CH2:7][CH2:6][N:5]1[C:9]1[N:14]=[C:13]([C:28]2[CH:27]=[CH:26][C:25]([O:24][C:23]3[CH:40]=[CH:41][C:20]([Cl:19])=[CH:21][C:22]=3[F:42])=[CH:30][CH:29]=2)[N:12]=[C:11]([C:16]([NH2:18])=[O:17])[CH:10]=1)(=[O:3])[NH2:2]. Reactant: [C:1]([C@@H:4]1[CH2:8][CH2:7][CH2:6][N:5]1[C:9]1[N:14]=[C:13](Cl)[N:12]=[C:11]([C:16]([NH2:18])=[O:17])[CH:10]=1)(=[O:3])[NH2:2].[Cl:19][C:20]1[CH:41]=[CH:40][C:23]([O:24][C:25]2[CH:30]=[CH:29][C:28](B3OC(C)(C)C(C)(C)O3)=[CH:27][CH:26]=2)=[C:22]([F:42])[CH:21]=1.C([O-])([O-])=O.[Na+].[Na+]. (3) Product: [NH2:1][C:2]1[C:3]2[C:10]([C:11]3[CH:12]=[CH:13][C:14]([O:17][C:25]4[CH:32]=[CH:31][CH:30]=[CH:29][C:26]=4[C:27]#[N:28])=[CH:15][CH:16]=3)=[CH:9][N:8]([CH:18]3[CH2:23][CH2:22][O:21][CH2:20][CH2:19]3)[C:4]=2[N:5]=[CH:6][N:7]=1. The catalyst class is: 9. Reactant: [NH2:1][C:2]1[C:3]2[C:10]([C:11]3[CH:16]=[CH:15][C:14]([OH:17])=[CH:13][CH:12]=3)=[CH:9][N:8]([CH:18]3[CH2:23][CH2:22][O:21][CH2:20][CH2:19]3)[C:4]=2[N:5]=[CH:6][N:7]=1.F[C:25]1[CH:32]=[CH:31][CH:30]=[CH:29][C:26]=1[C:27]#[N:28].C(=O)([O-])[O-].[K+].[K+]. (4) Reactant: [F:1][C:2]([F:19])([F:18])[S:3]([C:6]1[CH:7]=[CH:8][C:9]2[O:14][CH2:13][CH:12]([CH2:15][OH:16])[O:11][C:10]=2[CH:17]=1)(=[O:5])=[O:4].[C:20]1(C)[C:21]([S:26](Cl)(=[O:28])=[O:27])=[CH:22][CH:23]=[CH:24][CH:25]=1.[CH2:31](Cl)Cl. Product: [CH3:31][C:24]1[CH:25]=[CH:20][C:21]([S:26]([O:16][CH2:15][C@@H:12]2[O:11][C:10]3[CH:17]=[C:6]([S:3]([C:2]([F:1])([F:18])[F:19])(=[O:5])=[O:4])[CH:7]=[CH:8][C:9]=3[O:14][CH2:13]2)(=[O:27])=[O:28])=[CH:22][CH:23]=1. The catalyst class is: 142.